From a dataset of Forward reaction prediction with 1.9M reactions from USPTO patents (1976-2016). Predict the product of the given reaction. (1) Given the reactants Cl[C:2]1[CH:7]=[CH:6][C:5]([N+:8]([O-:10])=[O:9])=[CH:4][C:3]=1[N+:11]([O-:13])=[O:12].[CH2:14]([N:16]([CH2:20][CH3:21])[CH2:17][CH2:18][NH2:19])[CH3:15].[OH-].[NH4+], predict the reaction product. The product is: [N+:11]([C:3]1[CH:4]=[C:5]([N+:8]([O-:10])=[O:9])[CH:6]=[CH:7][C:2]=1[NH:19][CH2:18][CH2:17][N:16]([CH2:20][CH3:21])[CH2:14][CH3:15])([O-:13])=[O:12]. (2) Given the reactants NC1C=C(/C=C/C([O-])=O)C=CC=1/C=C/[C:15]([O:17][C:18]([CH3:21])([CH3:20])[CH3:19])=[O:16].[N:22]1[CH:27]=CC=C[CH:23]=1.[C:28](Cl)(=O)C.C(=O)(O)[O-].[Na+].[CH2:37]1[CH2:41]OC[CH2:38]1, predict the reaction product. The product is: [C:18]([O:17][CH:15]([O:16][C:37]([CH3:38])([CH3:41])[CH3:28])[N:22]([CH3:27])[CH3:23])([CH3:19])([CH3:20])[CH3:21]. (3) Given the reactants O=C1O[C@H]([C@H](CO)O)C([O-])=C1O.[Na+].[C:14]1([C:20]#[CH:21])[CH:19]=[CH:18][CH:17]=[CH:16][CH:15]=1.[CH:22](=[C:26]1[C:31](=[O:32])[O:30][C:29]([CH3:34])([CH3:33])[O:28][C:27]1=[O:35])[CH:23]([CH3:25])[CH3:24], predict the reaction product. The product is: [CH:23]([C@H:22]([CH:26]1[C:27](=[O:35])[O:28][C:29]([CH3:33])([CH3:34])[O:30][C:31]1=[O:32])[C:21]#[C:20][C:14]1[CH:19]=[CH:18][CH:17]=[CH:16][CH:15]=1)([CH3:25])[CH3:24]. (4) The product is: [Br:5][C:6]1[C:15]2[C:10](=[C:11]([N+:1]([O-:4])=[O:2])[CH:12]=[CH:13][CH:14]=2)[CH:9]=[N:8][CH:7]=1. Given the reactants [N+:1]([O-:4])(O)=[O:2].[Br:5][C:6]1[C:15]2[C:10](=[CH:11][CH:12]=[CH:13][CH:14]=2)[CH:9]=[N:8][CH:7]=1, predict the reaction product. (5) Given the reactants [F:1][C:2]1[CH:7]=[CH:6][CH:5]=[CH:4][C:3]=1[C:8]([N:10]1[CH2:15][CH2:14][CH:13]([O:16][C:17]2[C:26]3[C:21](=[CH:22][CH:23]=[CH:24][CH:25]=3)[C:20]([N+:27]([O-])=O)=[CH:19][N:18]=2)[CH2:12][CH2:11]1)=[O:9], predict the reaction product. The product is: [NH2:27][C:20]1[C:21]2[C:26](=[CH:25][CH:24]=[CH:23][CH:22]=2)[C:17]([O:16][CH:13]2[CH2:14][CH2:15][N:10]([C:8]([C:3]3[CH:4]=[CH:5][CH:6]=[CH:7][C:2]=3[F:1])=[O:9])[CH2:11][CH2:12]2)=[N:18][CH:19]=1. (6) The product is: [CH3:16][O:12][C:11](=[O:13])[C:4]1[CH:3]=[C:2]([I:1])[CH:10]=[C:6]([C:7]([OH:9])=[O:8])[CH:5]=1. Given the reactants [I:1][C:2]1[CH:3]=[C:4]([C:11]([OH:13])=[O:12])[CH:5]=[C:6]([CH:10]=1)[C:7]([OH:9])=[O:8].[OH-].[Na+].[CH3:16]C(C)=O.O, predict the reaction product. (7) Given the reactants Cl[C:2]([O:4][C:5]1[CH:10]=[CH:9][C:8]([Cl:11])=[CH:7][CH:6]=1)=[O:3].[C:12]1([CH2:18][CH2:19][CH2:20][CH2:21][N:22]2[CH2:27][CH2:26][NH:25][CH2:24][CH2:23]2)[CH:17]=[CH:16][CH:15]=[CH:14][CH:13]=1.[K+].[Br-], predict the reaction product. The product is: [Cl:11][C:8]1[CH:9]=[CH:10][C:5]([O:4][C:2]([N:25]2[CH2:26][CH2:27][N:22]([CH2:21][CH2:20][CH2:19][CH2:18][C:12]3[CH:17]=[CH:16][CH:15]=[CH:14][CH:13]=3)[CH2:23][CH2:24]2)=[O:3])=[CH:6][CH:7]=1. (8) Given the reactants [F:1][C:2]1[CH:7]=[CH:6][C:5]([N:8]2[CH2:13][CH2:12][N:11]([S:14]([C:17]3[CH:18]=[C:19]([N:23]4[CH2:28][CH2:27][CH:26]([C:29]([OH:31])=O)[CH2:25][CH2:24]4)[CH:20]=[CH:21][CH:22]=3)(=[O:16])=[O:15])[C@H:10]([CH3:32])[CH2:9]2)=[C:4]([C:33]([F:36])([F:35])[F:34])[CH:3]=1.F[P-](F)(F)(F)(F)F.N1(O[P+](N(C)C)(N(C)C)[N:55]([CH3:57])[CH3:56])C2C=CC=CC=2N=N1.CCN(C(C)C)C(C)C, predict the reaction product. The product is: [F:1][C:2]1[CH:7]=[CH:6][C:5]([N:8]2[CH2:13][CH2:12][N:11]([S:14]([C:17]3[CH:18]=[C:19]([N:23]4[CH2:24][CH2:25][CH:26]([C:29]([N:55]([CH3:57])[CH3:56])=[O:31])[CH2:27][CH2:28]4)[CH:20]=[CH:21][CH:22]=3)(=[O:16])=[O:15])[C@H:10]([CH3:32])[CH2:9]2)=[C:4]([C:33]([F:34])([F:36])[F:35])[CH:3]=1. (9) Given the reactants CC1C=CC(S(O[CH2:12][C@@H:13]2[O:26][C:17]3[C:18]4[NH:22][C:21](=[O:23])[NH:20][C:19]=4[CH:24]=[CH:25][C:16]=3[O:15][CH2:14]2)(=O)=O)=CC=1.[F:27][C:28]1[CH:41]=[CH:40][C:31]([C:32]([CH:34]2[CH2:39][CH2:38][NH:37][CH2:36][CH2:35]2)=[O:33])=[CH:30][CH:29]=1, predict the reaction product. The product is: [F:27][C:28]1[CH:29]=[CH:30][C:31]([C:32]([CH:34]2[CH2:39][CH2:38][N:37]([CH2:12][CH:13]3[O:26][C:17]4[C:16](=[CH:25][CH:24]=[C:19]5[NH:20][C:21](=[O:23])[NH:22][C:18]5=4)[O:15][CH2:14]3)[CH2:36][CH2:35]2)=[O:33])=[CH:40][CH:41]=1. (10) Given the reactants [OH:1][C:2]1[CH:9]=[CH:8][CH:7]=[CH:6][C:3]=1[CH2:4][OH:5].[CH3:10][C:11]([CH3:13])=[CH2:12].FC(F)(F)S(O)(=O)=O, predict the reaction product. The product is: [C:11]([O:1][C:2]1[CH:9]=[CH:8][CH:7]=[CH:6][C:3]=1[CH2:4][OH:5])([CH3:13])([CH3:12])[CH3:10].